From a dataset of Reaction yield outcomes from USPTO patents with 853,638 reactions. Predict the reaction yield, written as a fraction of the theoretical maximum amount of product (1.0 means a 100% yield; for example, 0.34 means a 34% yield). (1) The reactants are [Cl:1][C:2]1[CH:10]=[C:9]2[C:5]([C:6]([CH:11]=[O:12])=[CH:7][NH:8]2)=[CH:4][C:3]=1[C:13]1[CH:18]=[CH:17][C:16]([C:19]2([C:22]([OH:24])=[O:23])[CH2:21][CH2:20]2)=[CH:15][CH:14]=1.CC(=CC)C.Cl([O-])=[O:31].[Na+].O.O.P([O-])(O)(O)=O.[Na+]. The catalyst is CC#N.O.C(O)(C)(C)C. The product is [C:22]([C:19]1([C:16]2[CH:17]=[CH:18][C:13]([C:3]3[CH:4]=[C:5]4[C:9](=[CH:10][C:2]=3[Cl:1])[NH:8][CH:7]=[C:6]4[C:11]([OH:31])=[O:12])=[CH:14][CH:15]=2)[CH2:20][CH2:21]1)([OH:24])=[O:23]. The yield is 0.305. (2) The reactants are C([O:3][C:4]([C:6]1[C:7]([C:12]2[CH:17]=[CH:16][C:15]([CH3:18])=[CH:14][CH:13]=2)=[N:8][O:9][C:10]=1[CH3:11])=O)C.C(OC(C1C(C2C=C(C)C=CC=2)=NOC=1C)=O)C. No catalyst specified. The product is [CH3:11][C:10]1[O:9][N:8]=[C:7]([C:12]2[CH:17]=[CH:16][C:15]([CH3:18])=[CH:14][CH:13]=2)[C:6]=1[CH2:4][OH:3]. The yield is 0.380. (3) The reactants are [Cl:1][C:2]1[CH:7]=[CH:6][C:5]([S:8]([NH:11][C@H:12]2[CH2:16][CH2:15][CH2:14][C@H:13]2[C:17]([NH2:19])=[O:18])(=[O:10])=[O:9])=[CH:4][CH:3]=1.Br[CH2:21][C:22]1[CH:29]=[CH:28][C:25]([C:26]#[N:27])=[CH:24][CH:23]=1. No catalyst specified. The product is [Cl:1][C:2]1[CH:7]=[CH:6][C:5]([S:8]([N:11]([CH2:21][C:22]2[CH:29]=[CH:28][C:25]([C:26]#[N:27])=[CH:24][CH:23]=2)[C@H:12]2[CH2:16][CH2:15][CH2:14][C@H:13]2[C:17]([NH2:19])=[O:18])(=[O:9])=[O:10])=[CH:4][CH:3]=1. The yield is 0.200.